Task: Predict the reactants needed to synthesize the given product.. Dataset: Full USPTO retrosynthesis dataset with 1.9M reactions from patents (1976-2016) Given the product [CH3:1][O:2][C:3]([C:4]1[CH:9]=[C:8]([F:10])[CH:7]=[C:6]2[C:5]=1[NH:11][CH:17]([C:16]1[CH:19]=[CH:20][CH:21]=[C:14]([Br:13])[CH:15]=1)[CH2:22][C:23]2([CH3:25])[CH3:24])=[O:12], predict the reactants needed to synthesize it. The reactants are: [CH3:1][O:2][C:3](=[O:12])[C:4]1[CH:9]=[C:8]([F:10])[CH:7]=[CH:6][C:5]=1[NH2:11].[Br:13][C:14]1[CH:15]=[C:16]([CH:19]=[CH:20][CH:21]=1)[CH:17]=O.[CH2:22]=[C:23]([CH3:25])[CH3:24].FC(F)(F)S([O-])(=O)=O.[Yb+3].FC(F)(F)S([O-])(=O)=O.FC(F)(F)S([O-])(=O)=O.